From a dataset of Peptide-MHC class I binding affinity with 185,985 pairs from IEDB/IMGT. Regression. Given a peptide amino acid sequence and an MHC pseudo amino acid sequence, predict their binding affinity value. This is MHC class I binding data. (1) The peptide sequence is QYDDLHKKF. The binding affinity (normalized) is 0.0847. The MHC is HLA-A69:01 with pseudo-sequence HLA-A69:01. (2) The peptide sequence is NIERQDYRR. The MHC is HLA-A02:01 with pseudo-sequence HLA-A02:01. The binding affinity (normalized) is 0. (3) The peptide sequence is VFCALARL. The MHC is H-2-Db with pseudo-sequence H-2-Db. The binding affinity (normalized) is 0.105. (4) The peptide sequence is RNTPFNML. The MHC is H-2-Kb with pseudo-sequence H-2-Kb. The binding affinity (normalized) is 0.346. (5) The MHC is HLA-A69:01 with pseudo-sequence HLA-A69:01. The binding affinity (normalized) is 0.0847. The peptide sequence is GLIQYPTAW. (6) The peptide sequence is WSFLEDRVY. The binding affinity (normalized) is 0.0847. The MHC is HLA-B27:05 with pseudo-sequence HLA-B27:05. (7) The peptide sequence is KLVALGINAV. The MHC is HLA-B44:02 with pseudo-sequence HLA-B44:02. The binding affinity (normalized) is 0.